Dataset: Human liver microsome stability data. Task: Regression/Classification. Given a drug SMILES string, predict its absorption, distribution, metabolism, or excretion properties. Task type varies by dataset: regression for continuous measurements (e.g., permeability, clearance, half-life) or binary classification for categorical outcomes (e.g., BBB penetration, CYP inhibition). Dataset: hlm. The molecule is C=C(C)[C@@H]1CC[C@]2(NCCN3CCN(S(=O)(=O)C(C)C)CC3)CC[C@]3(C)[C@H](CC[C@@H]4[C@@]5(C)CC=C(c6ccc(C(=O)O)cc6)C(C)(C)[C@@H]5CC[C@]43C)[C@@H]12. The result is 0 (unstable in human liver microsomes).